This data is from Full USPTO retrosynthesis dataset with 1.9M reactions from patents (1976-2016). The task is: Predict the reactants needed to synthesize the given product. (1) Given the product [F:25][C:2]1([F:1])[CH2:3][CH2:4][N:5]([C:8]([C:10]2[N:11]=[C:12]([C:15]3[O:16][C:47]([C:48]([OH:80])([CH3:51])[CH3:49])=[N:18][N:17]=3)[S:13][C:14]=2[C:27]2[C:36]3[O:35][CH2:34][CH2:33][CH2:32][C:31]=3[C:30]([S:37]([NH:40][C@@H:41]([CH3:46])[C:42]([F:45])([F:44])[F:43])(=[O:39])=[O:38])=[CH:29][CH:28]=2)=[O:9])[CH2:6][CH2:7]1, predict the reactants needed to synthesize it. The reactants are: [F:1][C:2]1([F:25])[CH2:7][CH2:6][N:5]([C:8]([C:10]2[N:11]=[C:12]([C:15]([N:17](C(=O)C(O)(C)C)[NH2:18])=[O:16])[S:13][CH:14]=2)=[O:9])[CH2:4][CH2:3]1.Br[C:27]1[C:36]2[O:35][CH2:34][CH2:33][CH2:32][C:31]=2[C:30]([S:37]([NH:40][C@@H:41]([CH3:46])[C:42]([F:45])([F:44])[F:43])(=[O:39])=[O:38])=[CH:29][CH:28]=1.[C:47](O)(=O)[C:48]([CH3:51])(C)[CH3:49].C12(P(C34CC5CC(CC(C5)C3)C4)CCCC)CC3CC(CC(C3)C1)C2.C([O-])([O-])=[O:80].[K+].[K+]. (2) Given the product [Cl:11][CH2:12][CH2:13][CH2:14][N:7]1[C:6]2[CH:10]=[C:2]([CH3:1])[CH:3]=[CH:4][C:5]=2[N:9]=[N:8]1, predict the reactants needed to synthesize it. The reactants are: [CH3:1][C:2]1[CH:3]=[CH:4][C:5]2[N:9]=[N:8][NH:7][C:6]=2[CH:10]=1.[Cl:11][CH2:12][CH2:13][CH2:14]Br. (3) The reactants are: FC(F)(F)S(O[C:7]1[C:12]([O:13][CH3:14])=[CH:11][C:10]([CH:15]=[O:16])=[CH:9][C:8]=1[O:17][CH3:18])(=O)=O.[CH2:21]([NH2:28])[C:22]1[CH:27]=[CH:26][CH:25]=[CH:24][CH:23]=1.C(=O)([O-])[O-].[Cs+].[Cs+]. Given the product [CH2:21]([NH:28][C:7]1[C:8]([O:17][CH3:18])=[CH:9][C:10]([CH:15]=[O:16])=[CH:11][C:12]=1[O:13][CH3:14])[C:22]1[CH:27]=[CH:26][CH:25]=[CH:24][CH:23]=1, predict the reactants needed to synthesize it. (4) Given the product [NH:13]1[C:14]2[CH:19]=[CH:18][CH:17]=[CH:16][C:15]=2[N:11]=[C:12]1[C@H:8]([NH:9][C:10]([N:23]1[CH2:27][CH2:26][CH:25]2[CH2:28][N:29]([C:31]([O:33][C:34]([CH3:37])([CH3:36])[CH3:35])=[O:32])[CH2:30][CH:24]12)=[O:20])[CH2:7][C:6]1[CH:21]=[CH:22][C:3]([O:2][CH3:1])=[CH:4][CH:5]=1, predict the reactants needed to synthesize it. The reactants are: [CH3:1][O:2][C:3]1[CH:22]=[CH:21][C:6]([CH2:7][C@@H:8]2[C:12]3=[N:13][C:14]4[CH:19]=[CH:18][CH:17]=[CH:16][C:15]=4[N:11]3[C:10](=[O:20])[NH:9]2)=[CH:5][CH:4]=1.[NH:23]1[CH2:27][CH2:26][CH:25]2[CH2:28][N:29]([C:31]([O:33][C:34]([CH3:37])([CH3:36])[CH3:35])=[O:32])[CH2:30][CH:24]12.C(O)(C(F)(F)F)=O. (5) Given the product [CH3:8][O:9][C:10]([CH2:11][NH:12][C:14]([C:16]1[CH:17]=[C:18]([CH:22]=[CH:23][CH:24]=1)[CH:19]=[O:20])=[O:15])=[O:13], predict the reactants needed to synthesize it. The reactants are: N1C=CC=CC=1.Cl.[CH3:8][O:9][C:10](=[O:13])[CH2:11][NH2:12].[CH:14]([C:16]1[CH:17]=[C:18]([CH:22]=[CH:23][CH:24]=1)[C:19](Cl)=[O:20])=[O:15]. (6) Given the product [OH:1][C:2]1[CH:3]=[C:4]([CH:7]=[CH:8][C:9]=1[OH:10])[CH2:5][NH:6][C:26]1[C:25]2[N:29]=[CH:30][N:31]([C:24]=2[N:23]=[CH:22][N:27]=1)[C@@H:32]1[O:36][C@H:35]([CH2:37][OH:38])[C@@H:34]([OH:39])[C@H:33]1[OH:40], predict the reactants needed to synthesize it. The reactants are: [OH:1][C:2]1[CH:3]=[C:4]([CH:7]=[CH:8][C:9]=1[OH:10])[CH2:5][NH2:6].Cl.OC1C=C(C=CC=1O)CN.[CH:22]1[N:27]=[C:26](Cl)[C:25]2[N:29]=[CH:30][N:31]([C@@H:32]3[O:36][C@H:35]([CH2:37][OH:38])[C@@H:34]([OH:39])[C@H:33]3[OH:40])[C:24]=2[N:23]=1.C(N(CC)C(C)C)(C)C. (7) Given the product [Cl:25][C:22]1[CH:23]=[CH:24][C:19]([C@H:8]2[C@H:9]([OH:15])[C@@H:10]([OH:11])[C@H:5]([OH:4])[C@@H:6]([CH2:37][OH:38])[O:7]2)=[CH:20][C:21]=1[CH2:26][C:27]1[CH:32]=[CH:31][C:30]([C:33]([CH2:35][O:43][CH3:42])=[CH2:34])=[CH:29][CH:28]=1, predict the reactants needed to synthesize it. The reactants are: C([O:4][C@H:5]1[C@H:10]([O:11]C(=O)C)[C@@H:9]([O:15]C(=O)C)[C@H:8]([C:19]2[CH:24]=[CH:23][C:22]([Cl:25])=[C:21]([CH2:26][C:27]3[CH:32]=[CH:31][C:30]([C:33]([CH2:35]Br)=[CH2:34])=[CH:29][CH:28]=3)[CH:20]=2)[O:7][C@@H:6]1[CH2:37][O:38]C(=O)C)(=O)C.[CH3:42][O-:43].[Na+]. (8) Given the product [C:8]12([NH:18][CH2:6][C:3]3[CH:4]=[CH:5][S:1][CH:2]=3)[CH2:15][CH:14]3[CH2:13][CH:12]([CH2:11][CH:10]([CH2:16]3)[CH2:9]1)[CH2:17]2, predict the reactants needed to synthesize it. The reactants are: [S:1]1[CH:5]=[CH:4][C:3]([CH:6]=O)=[CH:2]1.[C:8]12([NH2:18])[CH2:17][CH:12]3[CH2:13][CH:14]([CH2:16][CH:10]([CH2:11]3)[CH2:9]1)[CH2:15]2. (9) Given the product [C:22]1([C:21]#[C:20][C:17]2[CH:18]=[CH:19][C:10]3[N:9]=[C:8]([C:4]4[CH:5]=[CH:6][CH:7]=[C:2]([C:33]#[C:32][Si:29]([CH3:31])([CH3:30])[CH3:28])[CH:3]=4)[CH2:14][C:13](=[O:15])[NH:12][C:11]=3[CH:16]=2)[CH:27]=[CH:26][CH:25]=[CH:24][CH:23]=1, predict the reactants needed to synthesize it. The reactants are: I[C:2]1[CH:3]=[C:4]([C:8]2[CH2:14][C:13](=[O:15])[NH:12][C:11]3[CH:16]=[C:17]([C:20]#[C:21][C:22]4[CH:27]=[CH:26][CH:25]=[CH:24][CH:23]=4)[CH:18]=[CH:19][C:10]=3[N:9]=2)[CH:5]=[CH:6][CH:7]=1.[CH3:28][Si:29]([C:32]#[CH:33])([CH3:31])[CH3:30].